This data is from Full USPTO retrosynthesis dataset with 1.9M reactions from patents (1976-2016). The task is: Predict the reactants needed to synthesize the given product. (1) The reactants are: Cl.[Cl:2][C:3]1[CH:4]=[C:5]2[C:9](=[CH:10][CH:11]=1)[NH:8][CH:7]=[C:6]2[CH2:12][CH2:13][NH2:14].[CH3:15][N:16]1[CH:20]=[CH:19][C:18]([N:21]2[CH2:25][CH2:24][CH:23]([C:26](O)=[O:27])[C:22]2=[O:29])=[N:17]1.[CH3:15][N:16]1[CH:20]=[CH:19][C:18]([N:21]2[CH2:25][CH2:24][CH:23]([C:26](O)=[O:27])[C:22]2=[O:29])=[N:17]1.C1CN([P+](ON2N=NC3C=CC=CC2=3)(N2CCCC2)N2CCCC2)CC1.F[P-](F)(F)(F)(F)F.C(N(CC)C(C)C)(C)C. Given the product [Cl:2][C:3]1[CH:4]=[C:5]2[C:9](=[CH:10][CH:11]=1)[NH:8][CH:7]=[C:6]2[CH2:12][CH2:13][NH:14][C:26]([CH:23]1[CH2:24][CH2:25][N:21]([C:18]2[CH:19]=[CH:20][N:16]([CH3:15])[N:17]=2)[C:22]1=[O:29])=[O:27], predict the reactants needed to synthesize it. (2) The reactants are: [CH3:1][N:2]([CH3:18])[C:3]1[N:8]=[C:7]([NH:9][C@@H:10]2[CH2:15][CH2:14][C@H:13]([NH2:16])[CH2:12][CH2:11]2)[CH:6]=[C:5]([CH3:17])[N:4]=1.[CH2:19]([O:21][C:22]1[CH:23]=[C:24]([CH:28]=[CH:29][C:30]=1[O:31][CH2:32][CH3:33])[C:25](O)=[O:26])[CH3:20].N1C=CC=CC=1.CN(C(ON1N=NC2C=CC=NC1=2)=[N+](C)C)C.F[P-](F)(F)(F)(F)F.[C:64]([OH:70])([C:66]([F:69])([F:68])[F:67])=[O:65]. Given the product [F:67][C:66]([F:69])([F:68])[C:64]([OH:70])=[O:65].[CH3:1][N:2]([CH3:18])[C:3]1[N:8]=[C:7]([NH:9][C@@H:10]2[CH2:15][CH2:14][C@H:13]([NH:16][C:25](=[O:26])[C:24]3[CH:28]=[CH:29][C:30]([O:31][CH2:32][CH3:33])=[C:22]([O:21][CH2:19][CH3:20])[CH:23]=3)[CH2:12][CH2:11]2)[CH:6]=[C:5]([CH3:17])[N:4]=1, predict the reactants needed to synthesize it.